This data is from Catalyst prediction with 721,799 reactions and 888 catalyst types from USPTO. The task is: Predict which catalyst facilitates the given reaction. (1) Reactant: [CH3:1][C:2]1[C:10]2[C:9]([NH2:11])=[CH:8][C:7]([CH3:12])=[N:6][C:5]=2[S:4][C:3]=1[C:13]1[CH:14]=[N:15][CH:16]=[CH:17][CH:18]=1.CC(C)([O-])C.[Na+].[Cl:25][C:26]1[CH:27]=[C:28]([S:32](Cl)(=[O:34])=[O:33])[CH:29]=[CH:30][CH:31]=1. Product: [Cl:25][C:26]1[CH:27]=[C:28]([S:32]([NH:11][C:9]2[CH:8]=[C:7]([CH3:12])[N:6]=[C:5]3[S:4][C:3]([C:13]4[CH:14]=[N:15][CH:16]=[CH:17][CH:18]=4)=[C:2]([CH3:1])[C:10]=23)(=[O:34])=[O:33])[CH:29]=[CH:30][CH:31]=1. The catalyst class is: 248. (2) Reactant: [SH:1][C:2]1[CH:3]=[C:4]([CH:8]=[CH:9][CH:10]=1)[C:5]([OH:7])=[O:6].C(N(CC)CC)C.Cl[CH2:19][C:20](=[O:22])[CH3:21]. Product: [O:22]=[C:20]([CH3:21])[CH2:19][S:1][C:2]1[CH:3]=[C:4]([CH:8]=[CH:9][CH:10]=1)[C:5]([OH:7])=[O:6]. The catalyst class is: 1. (3) Reactant: [Cl:1][S:2]([OH:5])(=O)=[O:3].[F:6][CH:7]([F:21])[C:8]1[N:12]=[CH:11][N:10]([C:13]2[CH:18]=[CH:17][C:16]([CH3:19])=[CH:15][C:14]=2[CH3:20])[N:9]=1. Product: [F:21][CH:7]([F:6])[C:8]1[N:12]=[CH:11][N:10]([C:13]2[C:14]([CH3:20])=[CH:15][C:16]([CH3:19])=[C:17]([S:2]([Cl:1])(=[O:5])=[O:3])[CH:18]=2)[N:9]=1. The catalyst class is: 2.